From a dataset of Catalyst prediction with 721,799 reactions and 888 catalyst types from USPTO. Predict which catalyst facilitates the given reaction. (1) Reactant: [CH3:1][C:2]1[N:3]=[CH:4][N:5]([C:7]2[C:16](=[O:17])[N:15]3[C:10]([C:11](=[O:18])[O:12][CH2:13][CH2:14]3)=[CH:9][CH:8]=2)[CH:6]=1.[NH2:19][C@@H:20]([CH3:23])[CH2:21][OH:22]. Product: [OH:12][CH2:13][CH2:14][N:15]1[C:16](=[O:17])[C:7]([N:5]2[CH:6]=[C:2]([CH3:1])[N:3]=[CH:4]2)=[CH:8][CH:9]=[C:10]1[C:11]([NH:19][C@@H:20]([CH3:23])[CH2:21][OH:22])=[O:18]. The catalyst class is: 10. (2) Reactant: [CH3:1][O:2][CH2:3][O:4][C:5]1[CH:6]=[N:7][CH:8]=[CH:9][CH:10]=1.C([Li])(C)(C)C.[C:16]([O:24][CH2:25][CH2:26][C:27]1[CH:34]=[CH:33][C:30]([CH:31]=[O:32])=[CH:29][CH:28]=1)(=[O:23])[C:17]1[CH:22]=[CH:21][CH:20]=[CH:19][CH:18]=1.[Cl-].[NH4+]. Product: [C:16]([O:24][CH2:25][CH2:26][C:27]1[CH:28]=[CH:29][C:30]([CH:31]([C:10]2[CH:9]=[CH:8][N:7]=[CH:6][C:5]=2[O:4][CH2:3][O:2][CH3:1])[OH:32])=[CH:33][CH:34]=1)(=[O:23])[C:17]1[CH:18]=[CH:19][CH:20]=[CH:21][CH:22]=1. The catalyst class is: 27.